Dataset: Full USPTO retrosynthesis dataset with 1.9M reactions from patents (1976-2016). Task: Predict the reactants needed to synthesize the given product. Given the product [Br:17][C:18]1[CH:23]=[C:22]([O:24][CH3:25])[C:21]([O:26][CH3:27])=[CH:20][C:19]=1[CH2:28][C:29]([N:6]1[CH:7]=[CH:8][C:3](=[O:2])[CH2:4][CH:5]1[C:9]1[CH:14]=[CH:13][CH:12]=[CH:11][CH:10]=1)=[O:30], predict the reactants needed to synthesize it. The reactants are: C[O:2][C:3]1[CH:8]=[CH:7][N:6]=[CH:5][CH:4]=1.[C:9]1([Mg]Br)[CH:14]=[CH:13][CH:12]=[CH:11][CH:10]=1.[Br:17][C:18]1[CH:23]=[C:22]([O:24][CH3:25])[C:21]([O:26][CH3:27])=[CH:20][C:19]=1[CH2:28][C:29](Cl)=[O:30].Cl.